This data is from Reaction yield outcomes from USPTO patents with 853,638 reactions. The task is: Predict the reaction yield, written as a fraction of the theoretical maximum amount of product (1.0 means a 100% yield; for example, 0.34 means a 34% yield). (1) The reactants are [NH2:1][C:2]1[CH:10]=[CH:9][C:5]([C:6]([OH:8])=O)=[CH:4][CH:3]=1.[NH:11]1[CH2:16][CH2:15][CH2:14][C@@H:13]2[C:17]3[CH:18]=[CH:19][CH:20]=[CH:21][C:22]=3[CH2:23][C@H:12]12.F[P-](F)(F)(F)(F)F.N1(OC(N(C)C)=[N+](C)C)C2N=CC=CC=2N=N1. No catalyst specified. The product is [NH2:1][C:2]1[CH:3]=[CH:4][C:5]([C:6]([N:11]2[CH2:16][CH2:15][CH2:14][C@@H:13]3[C:17]4[CH:18]=[CH:19][CH:20]=[CH:21][C:22]=4[CH2:23][C@H:12]23)=[O:8])=[CH:9][CH:10]=1. The yield is 0.700. (2) The reactants are [F:1][C:2]([F:20])([F:19])[C@@H:3]([OH:18])[CH2:4][N:5]1[CH2:10][CH2:9][O:8][CH:7]([C:11]2[CH:16]=[CH:15][C:14]([F:17])=[CH:13][CH:12]=2)[CH2:6]1.[Cl:21][C:22]1[CH:27]=[CH:26][C:25]([N:28]=[C:29]=[O:30])=[CH:24][CH:23]=1. The catalyst is C(#N)C.CS(C)=O. The product is [ClH:21].[F:20][C:2]([F:1])([F:19])[C@@H:3]([O:18][C:29](=[O:30])[NH:28][C:25]1[CH:26]=[CH:27][C:22]([Cl:21])=[CH:23][CH:24]=1)[CH2:4][N:5]1[CH2:10][CH2:9][O:8][CH:7]([C:11]2[CH:16]=[CH:15][C:14]([F:17])=[CH:13][CH:12]=2)[CH2:6]1. The yield is 0.590. (3) The reactants are P([O:13][CH2:14][C@@H:15]1[CH2:19][CH2:18][CH2:17][N:16]1[CH2:20][CH2:21][CH2:22][O:23][C:24]1[CH:33]=[C:32]2[C:27]([C:28]([NH:34][C:35]3[CH:39]=[C:38]([CH2:40][C:41]([NH:43][C:44]4[CH:49]=[CH:48][CH:47]=[C:46]([F:50])[CH:45]=4)=[O:42])[NH:37][N:36]=3)=[N:29][CH:30]=[N:31]2)=[CH:26][CH:25]=1)(OC(C)(C)C)(OC(C)(C)C)=O.N1CCC[C@H]1CO.ClCCCOC1C=C2C(C(NC3C=C(CC(NC4C=CC=C(F)C=4)=O)NN=3)=NC=N2)=CC=1. No catalyst specified. The product is [F:50][C:46]1[CH:45]=[C:44]([NH:43][C:41](=[O:42])[CH2:40][C:38]2[NH:37][N:36]=[C:35]([NH:34][C:28]3[C:27]4[C:32](=[CH:33][C:24]([O:23][CH2:22][CH2:21][CH2:20][N:16]5[CH2:17][CH2:18][CH2:19][C@H:15]5[CH2:14][OH:13])=[CH:25][CH:26]=4)[N:31]=[CH:30][N:29]=3)[CH:39]=2)[CH:49]=[CH:48][CH:47]=1. The yield is 0.700. (4) The reactants are [CH3:1][C:2]1([CH3:24])[CH2:11][C:10]2[C:5](=[C:6]3[CH2:15][C:14]([CH3:17])([CH3:16])[O:13][C:7]3=[C:8]([OH:12])[CH:9]=2)[C:4]([C:18]2[CH:23]=[CH:22][CH:21]=[CH:20][CH:19]=2)=[N:3]1.[F:25][C:26]([F:39])([F:38])[S:27](O[S:27]([C:26]([F:39])([F:38])[F:25])(=[O:29])=[O:28])(=[O:29])=[O:28].O. The catalyst is N1C=CC=CC=1. The product is [CH3:1][C:2]1([CH3:24])[CH2:11][C:10]2[C:5](=[C:6]3[CH2:15][C:14]([CH3:16])([CH3:17])[O:13][C:7]3=[C:8]([O:12][S:27]([C:26]([F:39])([F:38])[F:25])(=[O:29])=[O:28])[CH:9]=2)[C:4]([C:18]2[CH:19]=[CH:20][CH:21]=[CH:22][CH:23]=2)=[N:3]1. The yield is 0.940.